This data is from Cav3 T-type calcium channel HTS with 100,875 compounds. The task is: Binary Classification. Given a drug SMILES string, predict its activity (active/inactive) in a high-throughput screening assay against a specified biological target. (1) The drug is S(CC(=O)c1cc2OCOc2cc1)c1nc2c(cc1)cccc2. The result is 0 (inactive). (2) The compound is O=C(Nc1cc(ccc1)C#N)CCn1ccnc1. The result is 0 (inactive). (3) The compound is O=C1N(C(c2c1n[nH]c2C)c1cccnc1)c1ccc(cc1)C. The result is 0 (inactive). (4) The drug is O=C1N(C(=O)NC1(Cc1c(OC)cccc1)C)CC(=O)Nc1noc(c1)C. The result is 0 (inactive). (5) The result is 0 (inactive). The molecule is O=C1NC(=O)NC(=O)C21C1N(CCC1)c1c(C2)cccc1. (6) The drug is S(CCN1CCN(CC1)CCO)c1ccccc1. The result is 0 (inactive). (7) The compound is Clc1ccc(OCC(OCC(=O)N(C2CCCCC2)C)=O)cc1. The result is 0 (inactive). (8) The molecule is O(C(=O)N1CCC(NC(=O)CCc2onc(n2)C=2CCN(CC2)C)CC1)CC. The result is 0 (inactive).